This data is from Full USPTO retrosynthesis dataset with 1.9M reactions from patents (1976-2016). The task is: Predict the reactants needed to synthesize the given product. (1) Given the product [Cl:1][C:2]1[CH:3]=[CH:4][C:5]([OH:17])=[C:6]([CH2:8][CH2:9][CH2:10][NH:11][CH2:12][CH2:13][C:14]([O:16][CH3:18])=[O:15])[CH:7]=1, predict the reactants needed to synthesize it. The reactants are: [Cl:1][C:2]1[CH:3]=[CH:4][C:5]([OH:17])=[C:6]([CH:8]=[CH:9][CH2:10][NH:11][CH2:12][CH2:13][C:14]([O-:16])=[O:15])[CH:7]=1.[CH3:18]O. (2) Given the product [CH:11]([C:13]1[CH:18]=[C:17]([C:2]2[C:3]([OH:10])=[N:4][CH:5]=[C:6]([CH:9]=2)[C:7]#[N:8])[CH:16]=[CH:15][CH:14]=1)=[O:12], predict the reactants needed to synthesize it. The reactants are: Br[C:2]1[C:3]([OH:10])=[N:4][CH:5]=[C:6]([CH:9]=1)[C:7]#[N:8].[CH:11]([C:13]1[CH:14]=[C:15](B(O)O)[CH:16]=[CH:17][CH:18]=1)=[O:12].